This data is from Full USPTO retrosynthesis dataset with 1.9M reactions from patents (1976-2016). The task is: Predict the reactants needed to synthesize the given product. (1) Given the product [Cl:1][C:2]1[CH:3]=[C:4]([CH:19]=[CH:20][C:21]=1[Cl:22])[CH2:5][N:6]1[CH2:7][CH2:8][N:9]([C:12]2[CH:17]=[CH:16][CH:15]=[CH:14][C:13]=2[NH:18][S:29]([C:26]2[CH:27]=[CH:28][C:23]([CH3:33])=[CH:24][CH:25]=2)(=[O:31])=[O:30])[CH2:10][CH2:11]1, predict the reactants needed to synthesize it. The reactants are: [Cl:1][C:2]1[CH:3]=[C:4]([CH:19]=[CH:20][C:21]=1[Cl:22])[CH2:5][N:6]1[CH2:11][CH2:10][N:9]([C:12]2[CH:17]=[CH:16][CH:15]=[CH:14][C:13]=2[NH2:18])[CH2:8][CH2:7]1.[C:23]1([CH3:33])[CH:28]=[CH:27][C:26]([S:29](Cl)(=[O:31])=[O:30])=[CH:25][CH:24]=1. (2) Given the product [Br:8][C:5]1[CH:6]=[CH:7][C:2]([NH:1][S:27]([C:24]2[CH:25]=[CH:26][C:21]([C:17]([CH3:20])([CH3:19])[CH3:18])=[CH:22][CH:23]=2)(=[O:29])=[O:28])=[C:3]([C:9]([C:11]2[CH:16]=[CH:15][N:14]=[CH:13][CH:12]=2)=[O:10])[CH:4]=1, predict the reactants needed to synthesize it. The reactants are: [NH2:1][C:2]1[CH:7]=[CH:6][C:5]([Br:8])=[CH:4][C:3]=1[C:9]([C:11]1[CH:16]=[CH:15][N:14]=[CH:13][CH:12]=1)=[O:10].[C:17]([C:21]1[CH:26]=[CH:25][C:24]([S:27](Cl)(=[O:29])=[O:28])=[CH:23][CH:22]=1)([CH3:20])([CH3:19])[CH3:18]. (3) Given the product [C:26]([O:18][C:15]([CH:12]1[CH2:11][CH2:10][CH:9]([NH2:8])[CH2:14][CH2:13]1)([CH3:16])[CH3:17])(=[O:28])[CH3:27], predict the reactants needed to synthesize it. The reactants are: C([N:8](CC1C=CC=CC=1)[CH:9]1[CH2:14][CH2:13][CH:12]([C:15]([OH:18])([CH3:17])[CH3:16])[CH2:11][CH2:10]1)C1C=CC=CC=1.[C:26](O)(=[O:28])[CH3:27].